From a dataset of Full USPTO retrosynthesis dataset with 1.9M reactions from patents (1976-2016). Predict the reactants needed to synthesize the given product. (1) Given the product [NH:1]1[C:9]2[C:4](=[CH:5][CH:6]=[C:7]([CH:10]([C:16]3[CH:21]=[CH:20][CH:19]=[CH:18][N:17]=3)[CH2:11][CH2:12][NH:14][CH3:15])[CH:8]=2)[CH:3]=[CH:2]1, predict the reactants needed to synthesize it. The reactants are: [NH:1]1[C:9]2[C:4](=[CH:5][CH:6]=[C:7]([CH:10]([C:16]3[CH:21]=[CH:20][CH:19]=[CH:18][N:17]=3)[CH2:11][C:12]([NH:14][CH3:15])=O)[CH:8]=2)[CH:3]=[CH:2]1.N1C2C(=CC=CC=2C(C2C=CC=CC=2)CCNC)C=C1. (2) The reactants are: [NH4+:1].[Cl-].C[Al](C)C.[Cl:7][C:8]1[C:13]([Cl:14])=[CH:12][CH:11]=[CH:10][C:9]=1[CH2:15][C:16]#[N:17]. Given the product [ClH:7].[Cl:7][C:8]1[C:13]([Cl:14])=[CH:12][CH:11]=[CH:10][C:9]=1[CH2:15][C:16]([NH2:1])=[NH:17], predict the reactants needed to synthesize it. (3) Given the product [F:26][C:17]1[CH:16]=[C:15]([C@H:11]([NH:10][C:8]([C:6]2[CH:5]=[N:4][CH:3]=[C:2]([N:32]3[CH2:33][CH2:34][C@H:30]([O:29][CH3:28])[CH2:31]3)[N:7]=2)=[O:9])[CH2:12][O:13][CH3:14])[CH:20]=[CH:19][C:18]=1[O:21][C:22]([F:25])([F:24])[F:23], predict the reactants needed to synthesize it. The reactants are: Cl[C:2]1[N:7]=[C:6]([C:8]([NH:10][C@@H:11]([C:15]2[CH:20]=[CH:19][C:18]([O:21][C:22]([F:25])([F:24])[F:23])=[C:17]([F:26])[CH:16]=2)[CH2:12][O:13][CH3:14])=[O:9])[CH:5]=[N:4][CH:3]=1.Cl.[CH3:28][O:29][C@H:30]1[CH2:34][CH2:33][NH:32][CH2:31]1.C(=O)([O-])[O-].[K+].[K+].CN(C)C(=O)C. (4) Given the product [O:12]([CH2:11][C:8]1[CH:7]=[CH:6][C:5]([CH2:4][CH2:3][C:2]([C:19]2[O:20][C:21]([C:24]3[N:29]=[CH:28][C:27]([C:30]([O:32][CH3:33])=[O:31])=[CH:26][CH:25]=3)=[CH:22][N:23]=2)=[O:1])=[CH:10][CH:9]=1)[C:13]1[CH:18]=[CH:17][CH:16]=[CH:15][CH:14]=1, predict the reactants needed to synthesize it. The reactants are: [OH:1][CH:2]([C:19]1[O:20][C:21]([C:24]2[N:29]=[CH:28][C:27]([C:30]([O:32][CH3:33])=[O:31])=[CH:26][CH:25]=2)=[CH:22][N:23]=1)[CH2:3][CH2:4][C:5]1[CH:10]=[CH:9][C:8]([CH2:11][O:12][C:13]2[CH:18]=[CH:17][CH:16]=[CH:15][CH:14]=2)=[CH:7][CH:6]=1.CC(OI1(OC(C)=O)(OC(C)=O)OC(=O)C2C=CC=CC1=2)=O.C([O-])(O)=O.[Na+]. (5) Given the product [Cl:1][C:2]1[CH:3]=[C:4]([C:12]([OH:14])=[O:13])[CH:5]=[N:6][C:7]=1[O:8][CH:9]([CH3:11])[CH3:10], predict the reactants needed to synthesize it. The reactants are: [Cl:1][C:2]1[CH:3]=[C:4]([C:12]([O:14]C(C)C)=[O:13])[CH:5]=[N:6][C:7]=1[O:8][CH:9]([CH3:11])[CH3:10].[OH-].[Na+]. (6) The reactants are: [F:1][C:2]1[CH:3]=[C:4]([N+:17]([O-:19])=[O:18])[C:5]([CH3:16])=[C:6]([CH:15]=1)[CH2:7][N:8]1[CH2:13][CH2:12][NH:11][C@@H:10]([CH3:14])[CH2:9]1.C(N(CC)CC)C.[F:27][C:28]1[CH:29]=[C:30]([CH:34]=[CH:35][CH:36]=1)[C:31](Cl)=[O:32]. Given the product [F:1][C:2]1[CH:3]=[C:4]([N+:17]([O-:19])=[O:18])[C:5]([CH3:16])=[C:6]([CH:15]=1)[CH2:7][N:8]1[CH2:13][CH2:12][N:11]([C:31]([C:30]2[CH:34]=[CH:35][CH:36]=[C:28]([F:27])[CH:29]=2)=[O:32])[C@@H:10]([CH3:14])[CH2:9]1, predict the reactants needed to synthesize it. (7) The reactants are: [SiH4].[C:2]1([SiH2:8][C:9]2[CH:14]=[CH:13][CH:12]=[CH:11][CH:10]=2)[CH:7]=[CH:6][CH:5]=[CH:4][CH:3]=1.[CH:15]1([CH3:25])[CH2:20][CH2:19][CH:18]([CH:21]([CH3:23])[CH3:22])[CH:17](O)[CH2:16]1.C1C[O:29]CC1. Given the product [C:9]1([SiH:8]([C:2]2[CH:3]=[CH:4][CH:5]=[CH:6][CH:7]=2)[O:29][C:15]2([CH3:25])[CH2:20][CH2:19][CH:18]([CH:21]([CH3:23])[CH3:22])[CH2:17][CH2:16]2)[CH:10]=[CH:11][CH:12]=[CH:13][CH:14]=1, predict the reactants needed to synthesize it. (8) Given the product [Br:3][C:4]1[CH:5]=[C:6]2[C:10](=[CH:11][CH:12]=1)[N:9]([CH2:24][CH:25]1[CH2:30][CH2:29][N:28]([C:31]([O:33][C:34]([CH3:35])([CH3:37])[CH3:36])=[O:32])[CH2:27][CH2:26]1)[CH:8]=[CH:7]2, predict the reactants needed to synthesize it. The reactants are: [H-].[Na+].[Br:3][C:4]1[CH:5]=[C:6]2[C:10](=[CH:11][CH:12]=1)[NH:9][CH:8]=[CH:7]2.S(O[CH2:24][CH:25]1[CH2:30][CH2:29][N:28]([C:31]([O:33][C:34]([CH3:37])([CH3:36])[CH3:35])=[O:32])[CH2:27][CH2:26]1)(C1C=CC(C)=CC=1)(=O)=O.C(OCC)(=O)C.CCCCCC. (9) Given the product [CH2:13]([C:17]1[N:18]=[C:19]([CH3:50])[N:20]([CH2:39][C:40]2[CH:49]=[CH:48][C:47]3[C:42](=[CH:43][CH:44]=[CH:45][CH:46]=3)[N:41]=2)[C:21](=[O:38])[C:22]=1[CH2:23][C:24]1[CH:25]=[CH:26][C:27]([C:30]2[CH:35]=[CH:34][CH:33]=[CH:32][C:31]=2[C:36]2[NH:3][C:4](=[O:7])[O:5][N:37]=2)=[CH:28][CH:29]=1)[CH2:14][CH2:15][CH3:16], predict the reactants needed to synthesize it. The reactants are: [Cl-].O[NH3+:3].[C:4](=[O:7])([O-])[OH:5].[Na+].CS(C)=O.[CH2:13]([C:17]1[N:18]=[C:19]([CH3:50])[N:20]([CH2:39][C:40]2[CH:49]=[CH:48][C:47]3[C:42](=[CH:43][CH:44]=[CH:45][CH:46]=3)[N:41]=2)[C:21](=[O:38])[C:22]=1[CH2:23][C:24]1[CH:29]=[CH:28][C:27]([C:30]2[C:31]([C:36]#[N:37])=[CH:32][CH:33]=[CH:34][CH:35]=2)=[CH:26][CH:25]=1)[CH2:14][CH2:15][CH3:16].